Task: Predict the product of the given reaction.. Dataset: Forward reaction prediction with 1.9M reactions from USPTO patents (1976-2016) (1) Given the reactants P(Cl)(Cl)(Cl)=O.[N:6]1([CH2:11][CH2:12][O:13][C:14]2[CH:19]=[CH:18][C:17]([NH:20][C:21]3[N:38]=[C:24]4[CH:25]=[CH:26][CH:27]=[C:28]([C:29]5[CH:30]=[C:31]([CH:35]=[CH:36][CH:37]=5)[C:32](O)=[O:33])[N:23]4[N:22]=3)=[CH:16][CH:15]=2)[CH2:10][CH2:9][CH2:8][CH2:7]1.[C:39]([NH:47][NH2:48])(=O)[C:40]1[CH:45]=[CH:44][CH:43]=[CH:42][CH:41]=1.C(=O)([O-])O.[Na+], predict the reaction product. The product is: [C:40]1([C:39]2[O:33][C:32]([C:31]3[CH:30]=[C:29]([C:28]4[N:23]5[N:22]=[C:21]([NH:20][C:17]6[CH:16]=[CH:15][C:14]([O:13][CH2:12][CH2:11][N:6]7[CH2:10][CH2:9][CH2:8][CH2:7]7)=[CH:19][CH:18]=6)[N:38]=[C:24]5[CH:25]=[CH:26][CH:27]=4)[CH:37]=[CH:36][CH:35]=3)=[N:48][N:47]=2)[CH:45]=[CH:44][CH:43]=[CH:42][CH:41]=1. (2) Given the reactants Br[C:2]1[CH:7]=[CH:6][C:5]([CH:8]([OH:12])[CH2:9][CH:10]=[CH2:11])=[CH:4][C:3]=1[F:13].CCOC(C)=O.[CH3:20][N:21](C=O)C, predict the reaction product. The product is: [C:20]([C:2]1[CH:7]=[CH:6][C:5]([CH:8]([OH:12])[CH2:9][CH:10]=[CH2:11])=[CH:4][C:3]=1[F:13])#[N:21]. (3) Given the reactants [CH3:1][C:2]1[CH:7]=[CH:6][C:5]([N+:8]([O-])=O)=[CH:4][C:3]=1[NH:11][S:12]([CH2:15][CH2:16][CH3:17])(=[O:14])=[O:13], predict the reaction product. The product is: [NH2:8][C:5]1[CH:6]=[CH:7][C:2]([CH3:1])=[C:3]([NH:11][S:12]([CH2:15][CH2:16][CH3:17])(=[O:14])=[O:13])[CH:4]=1. (4) Given the reactants [Cl:1][C:2]1[CH:21]=[CH:20][C:5]([C:6]([N:8]2[CH2:14][C:13]3[CH:15]=[CH:16][CH:17]=[CH:18][C:12]=3[NH:11][C:10](=[O:19])[CH2:9]2)=[O:7])=[CH:4][CH:3]=1.[H-].[Na+].[C:24]([C:26]1[CH:33]=[CH:32][C:29]([CH2:30]Br)=[CH:28][CH:27]=1)#[N:25].C(OCC)(=O)C, predict the reaction product. The product is: [Cl:1][C:2]1[CH:21]=[CH:20][C:5]([C:6]([N:8]2[CH2:14][C:13]3[CH:15]=[CH:16][CH:17]=[CH:18][C:12]=3[N:11]([CH2:30][C:29]3[CH:32]=[CH:33][C:26]([C:24]#[N:25])=[CH:27][CH:28]=3)[C:10](=[O:19])[CH2:9]2)=[O:7])=[CH:4][CH:3]=1.